Dataset: Forward reaction prediction with 1.9M reactions from USPTO patents (1976-2016). Task: Predict the product of the given reaction. (1) Given the reactants [C:1]([NH:5][S:6]([C:9]1([CH3:12])[CH2:11][CH2:10]1)(=[O:8])=[O:7])([CH3:4])([CH3:3])[CH3:2].C(Br)[C:14]1[CH:19]=[CH:18][CH:17]=[CH:16][CH:15]=1.CCOC(C)=O, predict the reaction product. The product is: [C:1]([NH:5][S:6]([C:9]1([CH2:12][C:14]2[CH:19]=[CH:18][CH:17]=[CH:16][CH:15]=2)[CH2:11][CH2:10]1)(=[O:8])=[O:7])([CH3:4])([CH3:2])[CH3:3]. (2) Given the reactants [C:1]([O:5][C:6](=[O:25])[NH:7][C:8]1[CH:13]=[C:12]([N:14]([CH2:16][CH:17]2[CH2:19][CH2:18]2)[CH3:15])[C:11]([C:20]([F:23])([F:22])[F:21])=[CH:10][C:9]=1[NH2:24])([CH3:4])([CH3:3])[CH3:2].C([O:30][C:31](=O)[CH2:32][C:33](=[O:53])[C:34]1[CH:39]=[CH:38][CH:37]=[C:36]([N:40]2[C:44]([CH2:45][O:46][CH:47]3[CH2:52][CH2:51][CH2:50][CH2:49][O:48]3)=[CH:43][N:42]=[N:41]2)[CH:35]=1)(C)(C)C, predict the reaction product. The product is: [C:1]([O:5][C:6](=[O:25])[NH:7][C:8]1[CH:13]=[C:12]([N:14]([CH2:16][CH:17]2[CH2:19][CH2:18]2)[CH3:15])[C:11]([C:20]([F:23])([F:22])[F:21])=[CH:10][C:9]=1[NH:24][C:31](=[O:30])[CH2:32][C:33](=[O:53])[C:34]1[CH:39]=[CH:38][CH:37]=[C:36]([N:40]2[C:44]([CH2:45][O:46][CH:47]3[CH2:52][CH2:51][CH2:50][CH2:49][O:48]3)=[CH:43][N:42]=[N:41]2)[CH:35]=1)([CH3:4])([CH3:2])[CH3:3]. (3) The product is: [F:33][C:12]1[CH:11]=[C:10]([CH2:34][CH2:35][CH2:36][OH:37])[CH:9]=[C:8]([F:7])[C:13]=1[O:14][CH2:15][C:16]1[C:20]([C:21]2[CH:22]=[N:23][C:24]([O:27][CH3:28])=[CH:25][CH:26]=2)=[CH:19][S:18][C:17]=1[C:29]([F:32])([F:31])[F:30]. Given the reactants [H-].[H-].[H-].[H-].[Li+].[Al+3].[F:7][C:8]1[CH:9]=[C:10]([CH2:34][CH2:35][C:36](OCC)=[O:37])[CH:11]=[C:12]([F:33])[C:13]=1[O:14][CH2:15][C:16]1[C:20]([C:21]2[CH:22]=[N:23][C:24]([O:27][CH3:28])=[CH:25][CH:26]=2)=[CH:19][S:18][C:17]=1[C:29]([F:32])([F:31])[F:30], predict the reaction product. (4) Given the reactants [CH2:1]([O:8][C:9]1[N:10]=[N:11][C:12]([C:23]2[CH2:27]CC[CH:24]=2)=[CH:13][C:14]=1[O:15][CH2:16][C:17]1[CH:22]=[CH:21][CH:20]=[CH:19][CH:18]=1)[C:2]1[CH:7]=[CH:6][CH:5]=[CH:4][CH:3]=1.C(OC1N=NC(Cl)=CC=1OCC1C=CC=CC=1)C1C=CC=CC=1.C(OC1N=NC(C#CC(C)C)=CC=1OCC1C=CC=CC=1)C1C=CC=CC=1.CC1(C)C(C)(C)OB(C(C)=C)O1, predict the reaction product. The product is: [CH2:1]([O:8][C:9]1[N:10]=[N:11][C:12]([C:23]([CH3:27])=[CH2:24])=[CH:13][C:14]=1[O:15][CH2:16][C:17]1[CH:22]=[CH:21][CH:20]=[CH:19][CH:18]=1)[C:2]1[CH:3]=[CH:4][CH:5]=[CH:6][CH:7]=1. (5) Given the reactants Cl[C:2]1[N:7]=[C:6]([N:8]2[CH2:13][CH2:12][O:11][CH2:10][CH2:9]2)[N:5]=[C:4]([N:14]2[C:18]3[CH:19]=[CH:20][CH:21]=[C:22]([O:23][CH3:24])[C:17]=3[N:16]=[C:15]2[CH:25]([F:27])[F:26])[N:3]=1.[CH3:28][N:29]1[CH2:34][CH2:33][N:32]([S:35]([C:38]2[CH:43]=[CH:42][C:41](B(O)O)=[CH:40][CH:39]=2)(=[O:37])=[O:36])[CH2:31][CH2:30]1.C([O-])([O-])=O.[K+].[K+], predict the reaction product. The product is: [F:27][CH:25]([F:26])[C:15]1[N:14]([C:4]2[N:3]=[C:2]([C:41]3[CH:42]=[CH:43][C:38]([S:35]([N:32]4[CH2:33][CH2:34][N:29]([CH3:28])[CH2:30][CH2:31]4)(=[O:36])=[O:37])=[CH:39][CH:40]=3)[N:7]=[C:6]([N:8]3[CH2:9][CH2:10][O:11][CH2:12][CH2:13]3)[N:5]=2)[C:18]2[CH:19]=[CH:20][CH:21]=[C:22]([O:23][CH3:24])[C:17]=2[N:16]=1. (6) Given the reactants [NH2:1][C:2]1[CH:3]=[C:4]([N:8]2[C:13](=[O:14])[C:12]([CH2:15][C:16]3[CH:21]=[CH:20][CH:19]=[CH:18][CH:17]=3)=[N:11][C:10]3[CH:22]=[CH:23][CH:24]=[N:25][C:9]2=3)[CH:5]=[CH:6][CH:7]=1.C(N(CC)CC)C.Cl[C:34]([O:36][CH:37]([CH3:39])[CH3:38])=[O:35].C(=O)(O)[O-].[Na+], predict the reaction product. The product is: [CH2:15]([C:12]1[C:13](=[O:14])[N:8]([C:4]2[CH:5]=[CH:6][CH:7]=[C:2]([NH:1][C:34]([O:36][CH:37]([CH3:39])[CH3:38])=[O:35])[CH:3]=2)[C:9]2[N:25]=[CH:24][CH:23]=[CH:22][C:10]=2[N:11]=1)[C:16]1[CH:21]=[CH:20][CH:19]=[CH:18][CH:17]=1. (7) Given the reactants [NH2:1][C:2]1[CH:3]=[C:4]([CH:27]=[CH:28][CH:29]=1)[CH2:5][NH:6][C:7]1[N:12]=[C:11]([NH:13][C:14]2[CH:19]=[CH:18][CH:17]=[CH:16][C:15]=2[S:20]([CH:23]([CH3:25])[CH3:24])(=[O:22])=[O:21])[C:10]([Cl:26])=[CH:9][N:8]=1.CCN(C(C)C)C(C)C.[C:39](Cl)(=[O:42])[CH:40]=[CH2:41], predict the reaction product. The product is: [Cl:26][C:10]1[C:11]([NH:13][C:14]2[CH:19]=[CH:18][CH:17]=[CH:16][C:15]=2[S:20]([CH:23]([CH3:25])[CH3:24])(=[O:22])=[O:21])=[N:12][C:7]([NH:6][CH2:5][C:4]2[CH:3]=[C:2]([NH:1][C:39](=[O:42])[CH:40]=[CH2:41])[CH:29]=[CH:28][CH:27]=2)=[N:8][CH:9]=1. (8) Given the reactants [CH3:1][O:2][CH:3]([O:22][CH3:23])[CH2:4][O:5][CH2:6][CH2:7][O:8][CH2:9][CH2:10][O:11][CH2:12][CH2:13][O:14][CH2:15][CH2:16]OS(C)(=O)=O.CCCC[N+](CCCC)(CCCC)CCCC.[F-:41].C(OCC)(=O)C, predict the reaction product. The product is: [F:41][CH2:16][CH2:15][O:14][CH2:13][CH2:12][O:11][CH2:10][CH2:9][O:8][CH2:7][CH2:6][O:5][CH2:4][CH:3]([O:22][CH3:23])[O:2][CH3:1]. (9) Given the reactants Br[C:2]1[CH:11]=[C:10]2[C:5]([CH2:6][CH:7]([CH3:26])[N:8]([C:12]3[CH:17]=[C:16]([N:18]4[CH2:23][CH2:22][N:21]([CH3:24])[CH2:20][CH2:19]4)[N:15]=[C:14]([NH2:25])[N:13]=3)[CH2:9]2)=[CH:4][CH:3]=1.[Si]([O:34][CH2:35][CH2:36][N:37]1[CH2:42][CH2:41][CH:40]([N:43]2[CH:47]=[C:46](B3OC(C)(C)C(C)(C)O3)[CH:45]=[N:44]2)[CH2:39][CH2:38]1)(C(C)(C)C)(C)C.C(=O)(O)[O-].[Na+].O1CCOCC1, predict the reaction product. The product is: [NH2:25][C:14]1[N:13]=[C:12]([N:8]2[CH:7]([CH3:26])[CH2:6][C:5]3[C:10](=[CH:11][C:2]([C:46]4[CH:45]=[N:44][N:43]([CH:40]5[CH2:39][CH2:38][N:37]([CH2:36][CH2:35][OH:34])[CH2:42][CH2:41]5)[CH:47]=4)=[CH:3][CH:4]=3)[CH2:9]2)[CH:17]=[C:16]([N:18]2[CH2:19][CH2:20][N:21]([CH3:24])[CH2:22][CH2:23]2)[N:15]=1.